This data is from Forward reaction prediction with 1.9M reactions from USPTO patents (1976-2016). The task is: Predict the product of the given reaction. (1) Given the reactants C(OC([N:8]1[CH2:13][CH2:12][NH:11][C@H:10]([CH3:14])[CH2:9]1)=O)(C)(C)C.CCN(CC)CC.[CH3:22][S:23](Cl)(=[O:25])=[O:24], predict the reaction product. The product is: [CH3:22][S:23]([N:11]1[CH2:12][CH2:13][NH:8][CH2:9][C@H:10]1[CH3:14])(=[O:25])=[O:24]. (2) The product is: [Cl:1][C:2]1[C:6]([CH2:7][O:17][C:18]2[CH:23]=[CH:22][C:21]([CH2:24][CH2:25][C:26]([OH:28])=[O:27])=[C:20]([F:31])[C:19]=2[F:32])=[C:5]([C:9]2[CH:14]=[CH:13][C:12]([CH2:15][CH3:16])=[CH:11][CH:10]=2)[S:4][N:3]=1. Given the reactants [Cl:1][C:2]1[C:6]([CH2:7]Cl)=[C:5]([C:9]2[CH:14]=[CH:13][C:12]([CH2:15][CH3:16])=[CH:11][CH:10]=2)[S:4][N:3]=1.[OH:17][C:18]1[CH:23]=[CH:22][C:21]([CH2:24][CH2:25][C:26]([O:28]CC)=[O:27])=[C:20]([F:31])[C:19]=1[F:32], predict the reaction product. (3) Given the reactants C(N(CC)CC)C.Cl.[Cl:9][C:10]1[C:15]([N:16]2[CH2:21][CH2:20][N:19]([CH2:22][CH2:23][NH:24][CH3:25])[CH2:18][CH2:17]2)=[CH:14][CH:13]=[CH:12][N:11]=1.[F:26][C:27]1[CH:32]=[CH:31][C:30]([S:33](Cl)(=[O:35])=[O:34])=[CH:29][CH:28]=1, predict the reaction product. The product is: [Cl:9][C:10]1[C:15]([N:16]2[CH2:21][CH2:20][N:19]([CH2:22][CH2:23][N:24]([CH3:25])[S:33]([C:30]3[CH:31]=[CH:32][C:27]([F:26])=[CH:28][CH:29]=3)(=[O:35])=[O:34])[CH2:18][CH2:17]2)=[CH:14][CH:13]=[CH:12][N:11]=1. (4) The product is: [Br:1][C:2]1[CH:3]=[CH:4][C:5](/[CH:8]=[CH:9]/[C@@H:10]2[C@H:11]3[C@:15]([CH2:35][CH2:36][C:37]([O:39][C:40]([CH3:43])([CH3:42])[CH3:41])=[O:38])([C:14](=[O:22])[O:13][C@@H:12]3[CH3:23])[CH2:16][C:17]([F:20])([F:21])[C@H:18]2[CH3:19])=[N:6][CH:7]=1. Given the reactants [Br:1][C:2]1[CH:3]=[CH:4][C:5](/[CH:8]=[CH:9]/[C@H:10]2[C@H:18]([CH3:19])[C:17]([F:21])([F:20])[CH2:16][C@@H:15]3[C@H:11]2[C@@H:12]([CH3:23])[O:13][C:14]3=[O:22])=[N:6][CH:7]=1.[Li+].C[Si]([N-][Si](C)(C)C)(C)C.Br[CH2:35][CH2:36][C:37]([O:39][C:40]([CH3:43])([CH3:42])[CH3:41])=[O:38], predict the reaction product. (5) Given the reactants [C:1]([O:5][C:6]([NH:8][CH2:9][CH2:10][CH2:11][O:12][C:13]1[CH:14]=[CH:15][C:16]([N+:23]([O-])=O)=[C:17]([C:19](=[O:22])[CH:20]=[CH2:21])[CH:18]=1)=[O:7])([CH3:4])([CH3:3])[CH3:2], predict the reaction product. The product is: [C:1]([O:5][C:6]([NH:8][CH2:9][CH2:10][CH2:11][O:12][C:13]1[CH:14]=[CH:15][C:16]([NH2:23])=[C:17]([C:19](=[O:22])[CH2:20][CH3:21])[CH:18]=1)=[O:7])([CH3:2])([CH3:3])[CH3:4]. (6) Given the reactants [CH3:1][NH:2][CH3:3].C[O-].[Na+].[C:7]([O:13]C)(=O)[C:8]([O:10][CH3:11])=[O:9].P(=O)(O)(O)O, predict the reaction product. The product is: [CH3:1][N:2]([CH3:3])[C:7](=[O:13])[C:8]([O:10][CH3:11])=[O:9].